Task: Predict the product of the given reaction.. Dataset: Forward reaction prediction with 1.9M reactions from USPTO patents (1976-2016) (1) Given the reactants [CH2:1]([C:3]1[N:8]=[C:7]([NH2:9])[N:6]=[C:5]([NH2:10])[C:4]=1[C:11]1[CH:16]=[CH:15][C:14]([N+:17]([O-])=O)=[CH:13][CH:12]=1)[CH3:2].[OH-].[Na+], predict the reaction product. The product is: [NH2:17][C:14]1[CH:13]=[CH:12][C:11]([C:4]2[C:5]([NH2:10])=[N:6][C:7]([NH2:9])=[N:8][C:3]=2[CH2:1][CH3:2])=[CH:16][CH:15]=1. (2) The product is: [Br:60][C:57]1[CH:58]=[CH:59][C:34]2[O:33][C:32]3[C:30](=[O:31])[NH:29][C:38]([C@@H:40]4[CH2:48][C:47]5[C:42](=[CH:43][CH:44]=[CH:45][CH:46]=5)[N:41]4[C:49]([O:51][C:52]([CH3:55])([CH3:54])[CH3:53])=[O:50])=[N:37][C:36]=3[C:35]=2[CH:56]=1. Given the reactants BrC1C=CC2OC3C(=O)NC(C4CCN(C(OC(C)(C)C)=O)CC4)=NC=3C=2C=1.[NH2:29][C:30]([C:32]1[O:33][C:34]2[CH:59]=[CH:58][C:57]([Br:60])=[CH:56][C:35]=2[C:36]=1[NH:37][C:38]([C@@H:40]1[CH2:48][C:47]2[C:42](=[CH:43][CH:44]=[CH:45][CH:46]=2)[N:41]1[C:49]([O:51][C:52]([CH3:55])([CH3:54])[CH3:53])=[O:50])=O)=[O:31].BrC1C=CC2OC(C(=O)N)=C(NC(C3CCN(C(OC(C)(C)C)=O)CC3)=O)C=2C=1, predict the reaction product. (3) The product is: [CH3:1][C:2]1[C:3]2=[C:26]3[C:27](=[C:32]([NH2:33])[N:8]=[C:4]2[CH:5]=[CH:6][CH:7]=1)[N:28]=[CH:29][CH:30]=[CH:31]3. Given the reactants [CH3:1][C:2]1[C:3](B2OC(C)(C)C(C)(C)O2)=[C:4]([NH:8]C(=O)OC(C)(C)C)[CH:5]=[CH:6][CH:7]=1.Br[C:26]1[C:27]([C:32]#[N:33])=[N:28][CH:29]=[CH:30][CH:31]=1.C(=O)([O-])[O-].[K+].[K+].C(OCC)(=O)C, predict the reaction product. (4) Given the reactants [OH-].[NH3:2].[Br:3][C:4]1[CH:5]=[CH:6][CH:7]=[C:8]2[C:13]=1[N:12]=[C:11]([Cl:14])[N:10]=[C:9]2Cl, predict the reaction product. The product is: [Br:3][C:4]1[CH:5]=[CH:6][CH:7]=[C:8]2[C:13]=1[N:12]=[C:11]([Cl:14])[N:10]=[C:9]2[NH2:2]. (5) Given the reactants Cl[C:2]1[N:7]=[C:6]([C:8]2[N:12]3[CH:13]=[CH:14][CH:15]=[CH:16][C:11]3=[N:10][C:9]=2[C:17]2[CH:18]=[CH:19][C:20]([O:34][CH3:35])=[C:21]([CH:33]=2)[C:22]([NH:24][C:25]2[C:30]([F:31])=[CH:29][CH:28]=[CH:27][C:26]=2[F:32])=[O:23])[CH:5]=[CH:4][N:3]=1.[CH3:36][CH:37]([N:39]1[CH2:44][CH2:43][N:42]([C:45]2[CH:51]=[CH:50][C:48]([NH2:49])=[C:47]([O:52][CH3:53])[CH:46]=2)[CH2:41][CH2:40]1)[CH3:38].Cl.O1CCOCC1.C[O-].[Na+], predict the reaction product. The product is: [F:32][C:26]1[CH:27]=[CH:28][CH:29]=[C:30]([F:31])[C:25]=1[NH:24][C:22](=[O:23])[C:21]1[CH:33]=[C:17]([C:9]2[N:10]=[C:11]3[CH:16]=[CH:15][CH:14]=[CH:13][N:12]3[C:8]=2[C:6]2[CH:5]=[CH:4][N:3]=[C:2]([NH:49][C:48]3[CH:50]=[CH:51][C:45]([N:42]4[CH2:43][CH2:44][N:39]([CH:37]([CH3:36])[CH3:38])[CH2:40][CH2:41]4)=[CH:46][C:47]=3[O:52][CH3:53])[N:7]=2)[CH:18]=[CH:19][C:20]=1[O:34][CH3:35]. (6) The product is: [NH2:13][CH:11]([C:9]1[N:10]=[C:5]2[CH:4]=[CH:3][C:2]([F:1])=[CH:31][N:6]2[C:7](=[O:30])[C:8]=1[C:24]1[CH:29]=[CH:28][CH:27]=[CH:26][N:25]=1)[CH3:12]. Given the reactants [F:1][C:2]1[CH:3]=[CH:4][C:5]2[N:6]([CH:31]=1)[C:7](=[O:30])[C:8]([C:24]1[CH:29]=[CH:28][CH:27]=[CH:26][N:25]=1)=[C:9]([CH:11]([N:13]1C(=O)C3C(=CC=CC=3)C1=O)[CH3:12])[N:10]=2.O.NN, predict the reaction product. (7) Given the reactants [CH3:1][N:2]1[CH2:6][CH2:5][CH2:4][C@H:3]1[CH2:7][C:8]1[CH:16]=[C:15]2[C:11]([CH:12]=[CH:13][NH:14]2)=[CH:10][CH:9]=1.[H-].[Na+].C([O-])([O-])=O.[K+].[K+].I[CH:26]([CH3:28])[CH3:27], predict the reaction product. The product is: [CH:26]([N:14]1[C:15]2[C:11](=[CH:10][CH:9]=[C:8]([CH:7]3[CH2:4][CH2:5][CH2:6][N:2]([CH3:1])[CH2:3]3)[CH:16]=2)[CH:12]=[CH:13]1)([CH3:28])[CH3:27]. (8) The product is: [CH3:1][C:2]1[C:7]2=[N:8][S:9][N:10]=[C:6]2[CH:5]=[CH:4][C:3]=1[NH2:11]. Given the reactants [CH3:1][C:2]1[C:7]2=[N:8][S:9][N:10]=[C:6]2[CH:5]=[CH:4][C:3]=1[N+:11]([O-])=O.C(O)(=O)C.O, predict the reaction product.